From a dataset of Reaction yield outcomes from USPTO patents with 853,638 reactions. Predict the reaction yield, written as a fraction of the theoretical maximum amount of product (1.0 means a 100% yield; for example, 0.34 means a 34% yield). (1) The reactants are Br[C:2]1[CH:7]=[CH:6][CH:5]=[CH:4][C:3]=1[CH3:8].[CH3:9][C:10]1[CH:15]=[CH:14][CH:13]=[CH:12][C:11]=1B(O)O.[F-].[K+]. The catalyst is C1COCC1. The product is [CH3:9][C:10]1[CH:15]=[CH:14][CH:13]=[CH:12][C:11]=1[C:2]1[CH:7]=[CH:6][CH:5]=[CH:4][C:3]=1[CH3:8]. The yield is 0.980. (2) The reactants are Br[C:2]1[CH:7]=[CH:6][C:5]([O:8][CH2:9][CH:10]([CH3:12])[CH3:11])=[CH:4][CH:3]=1.C([Li])CCC.[Cl:18][C:19]1[CH:30]=[CH:29][C:22]([C:23](N(OC)C)=[O:24])=[CH:21][C:20]=1[S:31](=[O:34])(=[O:33])[NH2:32]. The catalyst is O1CCCC1. The product is [Cl:18][C:19]1[CH:30]=[CH:29][C:22]([C:23](=[O:24])[C:2]2[CH:7]=[CH:6][C:5]([O:8][CH2:9][CH:10]([CH3:12])[CH3:11])=[CH:4][CH:3]=2)=[CH:21][C:20]=1[S:31]([NH2:32])(=[O:34])=[O:33]. The yield is 0.370. (3) The reactants are [NH2:1][C@H:2]1[CH2:7][CH2:6][CH2:5][N:4]([CH:8]2[CH2:13][CH2:12][N:11]([C:14]([O:16][C:17]([CH3:20])([CH3:19])[CH3:18])=[O:15])[CH2:10][CH2:9]2)[C:3]1=[O:21].[F:22][C:23]1[CH:28]=[C:27]([S:29]([CH3:32])(=[O:31])=[O:30])[C:26]([F:33])=[CH:25][C:24]=1F.C([O-])([O-])=O.[Na+].[Na+]. The catalyst is CN(C=O)C. The product is [F:22][C:23]1[CH:28]=[C:27]([S:29]([CH3:32])(=[O:31])=[O:30])[C:26]([F:33])=[CH:25][C:24]=1[NH:1][C@H:2]1[CH2:7][CH2:6][CH2:5][N:4]([CH:8]2[CH2:9][CH2:10][N:11]([C:14]([O:16][C:17]([CH3:18])([CH3:20])[CH3:19])=[O:15])[CH2:12][CH2:13]2)[C:3]1=[O:21]. The yield is 0.700. (4) The reactants are [Br:1][C:2]1[S:3][C:4]([C:11]2[CH:16]=[CH:15][C:14]([C:17]([CH3:20])([CH3:19])[CH3:18])=[CH:13][CH:12]=2)=[C:5]([OH:10])[C:6]=1[C:7]([CH3:9])=O.[NH:21]([C:23](CC1C=CC(C([O-])=O)=CC=1)=[O:24])[NH2:22].[OH2:35].S([C:40]1[CH:46]=[CH:45][C:43]([CH3:44])=[CH:42][CH:41]=1)(O)(=O)=O.C(Cl)(Cl)Cl.[C:51](OCC)(=[O:53])C. The catalyst is C(O)(C)C. The product is [Br:1][C:2]1[S:3][C:4]([C:11]2[CH:16]=[CH:15][C:14]([C:17]([CH3:20])([CH3:19])[CH3:18])=[CH:13][CH:12]=2)=[C:5]([OH:10])[C:6]=1[C:7](=[N:22][NH:21][C:23]([C:40]1[CH:46]=[CH:45][C:43]([C:44]([O:53][CH3:51])=[O:35])=[CH:42][CH:41]=1)=[O:24])[CH3:9]. The yield is 0.620. (5) The reactants are [NH:1]1[CH2:5][CH2:4][CH2:3][CH2:2]1.[H-].[Na+].Br[CH2:9][C:10]([NH2:12])=[O:11]. The catalyst is CN(C=O)C.O. The product is [N:1]1([CH2:9][C:10]([NH2:12])=[O:11])[CH2:5][CH2:4][CH2:3][CH2:2]1. The yield is 0.130. (6) The catalyst is CCO. The product is [CH2:11]([O:10][C:8]([C:7]1[N:15]=[N:14][N:13]([C:16]2[CH:21]=[CH:20][CH:19]=[CH:18][CH:17]=2)[C:5]=1[NH2:6])=[O:9])[CH3:12]. The reactants are CC[O-].[Na+].[C:5]([CH2:7][C:8]([O:10][CH2:11][CH3:12])=[O:9])#[N:6].[N:13]([C:16]1[CH:21]=[CH:20][CH:19]=[CH:18][CH:17]=1)=[N+:14]=[N-:15].O. The yield is 0.510. (7) The reactants are [CH2:1]([O:3][C:4]1[CH:5]=[C:6]([CH:17]=[CH:18][C:19]=1[O:20][CH2:21][C:22]1[CH:23]=[N:24][C:25]([O:28][CH3:29])=[CH:26][CH:27]=1)[CH2:7][NH:8][C:9]1[C:14]([NH2:15])=[CH:13][C:12]([I:16])=[CH:11][N:10]=1)[CH3:2].[CH:30](OCC)(OCC)OCC. The catalyst is C(O)C.O.C1(C)C=CC(S(O)(=O)=O)=CC=1. The product is [CH2:1]([O:3][C:4]1[CH:5]=[C:6]([CH:17]=[CH:18][C:19]=1[O:20][CH2:21][C:22]1[CH:23]=[N:24][C:25]([O:28][CH3:29])=[CH:26][CH:27]=1)[CH2:7][N:8]1[C:9]2=[N:10][CH:11]=[C:12]([I:16])[CH:13]=[C:14]2[N:15]=[CH:30]1)[CH3:2]. The yield is 0.610. (8) The reactants are [O:1]([C:8]1[CH:13]=[CH:12][C:11]([CH2:14][CH2:15][C:16]([C:18]2[O:19][C:20]([C:23]3[N:28]=[CH:27][C:26]([C:29]([O:31]C)=[O:30])=[CH:25][CH:24]=3)=[CH:21][N:22]=2)=[O:17])=[CH:10][CH:9]=1)[C:2]1[CH:7]=[CH:6][CH:5]=[CH:4][CH:3]=1.[Li+].[OH-].Cl. The catalyst is C1COCC1.O.CCOC(C)=O. The product is [O:1]([C:8]1[CH:9]=[CH:10][C:11]([CH2:14][CH2:15][C:16]([C:18]2[O:19][C:20]([C:23]3[N:28]=[CH:27][C:26]([C:29]([OH:31])=[O:30])=[CH:25][CH:24]=3)=[CH:21][N:22]=2)=[O:17])=[CH:12][CH:13]=1)[C:2]1[CH:7]=[CH:6][CH:5]=[CH:4][CH:3]=1. The yield is 0.560.